This data is from Full USPTO retrosynthesis dataset with 1.9M reactions from patents (1976-2016). The task is: Predict the reactants needed to synthesize the given product. (1) Given the product [O:19]=[C:15]1[NH:14][N:13]=[C:1]([C:4]2[CH:12]=[CH:11][C:7]([C:8]([OH:10])=[O:9])=[CH:6][CH:5]=2)[CH:2]=[CH:16]1, predict the reactants needed to synthesize it. The reactants are: [C:1]([C:4]1[CH:12]=[CH:11][C:7]([C:8]([OH:10])=[O:9])=[CH:6][CH:5]=1)(=O)[CH3:2].[N:13]1[NH:14][C:15](=[O:19])[CH:16]=CC=1. (2) Given the product [F:25][C:26]1[CH:47]=[CH:46][C:29]([CH2:30][N:31]2[CH2:35][CH2:34][N:33]([C:36]3[S:40][C:39]([C:41]([NH:55][CH2:54][C:51]4[S:52][CH:53]=[C:49]([CH3:48])[CH:50]=4)=[O:43])=[C:38]([CH3:44])[CH:37]=3)[C:32]2=[O:45])=[CH:28][CH:27]=1, predict the reactants needed to synthesize it. The reactants are: CC1C=C(N2CCN(CCOC3C=CC=CC=3)C2=O)SC=1C(O)=O.[F:25][C:26]1[CH:47]=[CH:46][C:29]([CH2:30][N:31]2[CH2:35][CH2:34][N:33]([C:36]3[S:40][C:39]([C:41]([OH:43])=O)=[C:38]([CH3:44])[CH:37]=3)[C:32]2=[O:45])=[CH:28][CH:27]=1.[CH3:48][C:49]1[CH:50]=[C:51]([CH2:54][NH2:55])[S:52][CH:53]=1. (3) Given the product [CH:1]([N:4]1[CH2:5][CH2:6][N:7]([C:10]2[S:11][C:12]3[CH:18]=[C:17]([N:28]4[CH2:29][CH2:30][CH2:32][CH2:26][CH2:27]4)[CH:19]=[C:22]([CH3:21])[C:13]=3[N:14]=2)[CH2:8][CH2:9]1)([CH3:2])[CH3:3], predict the reactants needed to synthesize it. The reactants are: [CH:1]([N:4]1[CH2:9][CH2:8][N:7]([C:10]2[S:11][C:12]3[CH:18]=[C:17]([CH:19]=O)C=C[C:13]=3[N:14]=2)[CH2:6][CH2:5]1)([CH3:3])[CH3:2].[CH3:21][C:22](O)=O.N1[CH2:30][CH2:29][NH:28][CH2:27][CH2:26]1.[BH3-][C:32]#N.[Na+]. (4) The reactants are: [C:1](Cl)(=[O:8])[C:2]1[CH:7]=[CH:6][CH:5]=[CH:4][CH:3]=1.[CH3:10][C:11]1([CH3:45])[C@@H:41]([OH:42])[CH2:40][CH2:39][C@@:38]2([CH3:43])[C:12]1=[CH:13][CH2:14][C@@H:15]1[C@@H:37]2[CH2:36][CH2:35][C@@:34]2([CH3:44])[C@H:16]1[CH2:17][CH2:18][C@@H:19]2[C@@H:20]([CH2:22][O:23][Si:24]([CH:31]([CH3:33])[CH3:32])([CH:28]([CH3:30])[CH3:29])[CH:25]([CH3:27])[CH3:26])[CH3:21]. Given the product [C:1]([O:42][C@H:41]1[CH2:40][CH2:39][C@@:38]2([CH3:43])[C:12](=[CH:13][CH2:14][C@@H:15]3[C@@H:37]2[CH2:36][CH2:35][C@@:34]2([CH3:44])[C@H:16]3[CH2:17][CH2:18][C@@H:19]2[C@@H:20]([CH2:22][O:23][Si:24]([CH:25]([CH3:26])[CH3:27])([CH:31]([CH3:33])[CH3:32])[CH:28]([CH3:30])[CH3:29])[CH3:21])[C:11]1([CH3:10])[CH3:45])(=[O:8])[C:2]1[CH:7]=[CH:6][CH:5]=[CH:4][CH:3]=1, predict the reactants needed to synthesize it. (5) Given the product [F:15][C:7]1[CH:6]=[C:5]([CH:10]=[C:9]([S:11]([CH3:14])(=[O:13])=[O:12])[CH:8]=1)[O:4][CH2:3][CH2:2][NH:20][CH:16]1[CH2:19][CH2:18][CH2:17]1, predict the reactants needed to synthesize it. The reactants are: Br[CH2:2][CH2:3][O:4][C:5]1[CH:10]=[C:9]([S:11]([CH3:14])(=[O:13])=[O:12])[CH:8]=[C:7]([F:15])[CH:6]=1.[CH:16]1([NH2:20])[CH2:19][CH2:18][CH2:17]1.